From a dataset of Full USPTO retrosynthesis dataset with 1.9M reactions from patents (1976-2016). Predict the reactants needed to synthesize the given product. (1) Given the product [CH2:41]([O:1][C:2]1[CH:3]=[C:4]2[C:8](=[CH:9][CH:10]=1)[N:7]([Si:11]([CH:12]([CH3:14])[CH3:13])([CH:18]([CH3:19])[CH3:20])[CH:15]([CH3:16])[CH3:17])[CH:6]=[C:5]2[CH2:21][CH2:22][N:23]1[C:24](=[O:33])[C:25]2[C:30](=[CH:29][CH:28]=[CH:27][CH:26]=2)[C:31]1=[O:32])[CH2:42][CH3:43], predict the reactants needed to synthesize it. The reactants are: [OH:1][C:2]1[CH:3]=[C:4]2[C:8](=[CH:9][CH:10]=1)[N:7]([Si:11]([CH:18]([CH3:20])[CH3:19])([CH:15]([CH3:17])[CH3:16])[CH:12]([CH3:14])[CH3:13])[CH:6]=[C:5]2[CH2:21][CH2:22][N:23]1[C:31](=[O:32])[C:30]2[C:25](=[CH:26][CH:27]=[CH:28][CH:29]=2)[C:24]1=[O:33].C(=O)([O-])[O-].[Cs+].[Cs+].I[CH2:41][CH2:42][CH3:43].CCOC(C)=O. (2) Given the product [Si:1]([O:8][C@@H:9]1[C@@:28]2([CH3:29])[C:13](=[CH:14][CH:15]=[C:16]3[C@@H:27]2[CH2:26][CH2:25][C@@:24]2([CH3:30])[C@H:17]3[CH2:18][CH:19]=[C:20]2[C@@H:21]([O:23][CH2:42][CH2:43][C:44]([OH:47])([CH3:46])[CH3:45])[CH3:22])[CH2:12][C@@H:11]([O:31][Si:32]([C:35]([CH3:37])([CH3:36])[CH3:38])([CH3:33])[CH3:34])[CH2:10]1)([C:4]([CH3:7])([CH3:6])[CH3:5])([CH3:3])[CH3:2], predict the reactants needed to synthesize it. The reactants are: [Si:1]([O:8][C@@H:9]1[C@@:28]2([CH3:29])[C:13](=[CH:14][CH:15]=[C:16]3[C@@H:27]2[CH2:26][CH2:25][C@@:24]2([CH3:30])[C@H:17]3[CH2:18][CH:19]=[C:20]2[C@@H:21]([OH:23])[CH3:22])[CH2:12][C@@H:11]([O:31][Si:32]([C:35]([CH3:38])([CH3:37])[CH3:36])([CH3:34])[CH3:33])[CH2:10]1)([C:4]([CH3:7])([CH3:6])[CH3:5])([CH3:3])[CH3:2].[H-].[Na+].Br[CH2:42][CH:43]1[O:47][C:44]1([CH3:46])[CH3:45].C([BH-](C(CC)C)C(CC)C)(CC)C.[Li+].[OH-].[Na+].OO. (3) Given the product [OH:7][C:4]1[CH:5]=[CH:6][C:1]([O:8][C:17](=[O:18])[NH:16][C:12]2[CH:13]=[CH:14][CH:15]=[C:10]([Cl:9])[CH:11]=2)=[CH:2][CH:3]=1, predict the reactants needed to synthesize it. The reactants are: [C:1]1([OH:8])[CH:6]=[CH:5][C:4]([OH:7])=[CH:3][CH:2]=1.[Cl:9][C:10]1[CH:15]=[CH:14][CH:13]=[C:12]([N:16]=[C:17]=[O:18])[CH:11]=1.C(N(CC)CC)C.